This data is from Catalyst prediction with 721,799 reactions and 888 catalyst types from USPTO. The task is: Predict which catalyst facilitates the given reaction. (1) Reactant: [C:1]([C:5]1[CH:6]=[C:7]2[C:12](=[C:13]([F:15])[CH:14]=1)[C:11](=[O:16])[N:10]([CH2:17][C:18]1[CH:23]=[C:22]([CH2:24][OH:25])[C:21]([C:26]3[CH:31]=[CH:30][N:29]=[C:28]([O:32]C)[CH:27]=3)=[CH:20][C:19]=1[F:34])[N:9]=[CH:8]2)([CH3:4])([CH3:3])[CH3:2].C[Si](Cl)(C)C.[Na+].[I-]. Product: [C:1]([C:5]1[CH:6]=[C:7]2[C:12](=[C:13]([F:15])[CH:14]=1)[C:11](=[O:16])[N:10]([CH2:17][C:18]1[CH:23]=[C:22]([CH2:24][OH:25])[C:21]([C:26]3[CH:31]=[CH:30][NH:29][C:28](=[O:32])[CH:27]=3)=[CH:20][C:19]=1[F:34])[N:9]=[CH:8]2)([CH3:4])([CH3:2])[CH3:3]. The catalyst class is: 23. (2) Reactant: [Si:1]([O:8][C@@H:9]1[CH2:14][CH2:13][C@H:12]([N:15]2[C:23]3[CH:22]=[CH:21][N:20]=[C:19]([O:24][CH3:25])[C:18]=3[C:17](I)=[CH:16]2)[CH2:11][CH2:10]1)([C:4]([CH3:7])([CH3:6])[CH3:5])([CH3:3])[CH3:2].CC1(C)C(C)(C)OB([C:35]2[CH:40]=[CH:39][C:38]([S:41]([NH2:44])(=[O:43])=[O:42])=[CH:37][CH:36]=2)O1.C(=O)([O-])[O-].[K+].[K+]. Product: [Si:1]([O:8][C@@H:9]1[CH2:14][CH2:13][C@H:12]([N:15]2[C:23]3[CH:22]=[CH:21][N:20]=[C:19]([O:24][CH3:25])[C:18]=3[C:17]([C:35]3[CH:40]=[CH:39][C:38]([S:41]([NH2:44])(=[O:43])=[O:42])=[CH:37][CH:36]=3)=[CH:16]2)[CH2:11][CH2:10]1)([C:4]([CH3:7])([CH3:6])[CH3:5])([CH3:3])[CH3:2]. The catalyst class is: 339. (3) Reactant: S(=O)(=O)(O)O.[OH:6][C:7]1[CH:15]=[CH:14][C:10]([C:11]([OH:13])=[O:12])=[CH:9][CH:8]=1.O[C:17]1[CH:29]=[CH:28][C:27]2[C:26]3[C:21](=[CH:22][C:23]([OH:30])=[CH:24][CH:25]=3)[C:20]([CH3:32])([CH3:31])[C:19]=2[CH:18]=1.B(O)(O)O. Product: [OH:6][C:7]1[CH:15]=[CH:14][C:10]([C:11]([O:13][C:17]2[CH:29]=[CH:28][C:27]3[C:26]4[C:21](=[CH:22][C:23]([O:30][C:11](=[O:12])[C:10]5[CH:14]=[CH:15][C:7]([OH:6])=[CH:8][CH:9]=5)=[CH:24][CH:25]=4)[C:20]([CH3:32])([CH3:31])[C:19]=3[CH:18]=2)=[O:12])=[CH:9][CH:8]=1. The catalyst class is: 113. (4) Product: [C:4]([O:3][C:1]([N:8]1[CH2:9][CH2:10][N:11]([C:15]2[CH:22]=[CH:21][C:20]([C:23]([F:26])([F:25])[F:24])=[CH:19][C:16]=2[C:17]#[N:18])[CH2:12][CH2:13]1)=[O:2])([CH3:7])([CH3:6])[CH3:5]. The catalyst class is: 62. Reactant: [C:1]([N:8]1[CH2:13][CH2:12][NH:11][CH2:10][CH2:9]1)([O:3][C:4]([CH3:7])([CH3:6])[CH3:5])=[O:2].Br[C:15]1[CH:22]=[CH:21][C:20]([C:23]([F:26])([F:25])[F:24])=[CH:19][C:16]=1[C:17]#[N:18].CC1(C)C2C(=C(P(C3C=CC=CC=3)C3C=CC=CC=3)C=CC=2)OC2C(P(C3C=CC=CC=3)C3C=CC=CC=3)=CC=CC1=2.CC(C)([O-])C.[Na+].